From a dataset of NCI-60 drug combinations with 297,098 pairs across 59 cell lines. Regression. Given two drug SMILES strings and cell line genomic features, predict the synergy score measuring deviation from expected non-interaction effect. Drug 2: B(C(CC(C)C)NC(=O)C(CC1=CC=CC=C1)NC(=O)C2=NC=CN=C2)(O)O. Drug 1: C1CN(CCN1C(=O)CCBr)C(=O)CCBr. Synergy scores: CSS=37.0, Synergy_ZIP=-2.85, Synergy_Bliss=1.82, Synergy_Loewe=-38.8, Synergy_HSA=-0.0957. Cell line: HT29.